Dataset: NCI-60 drug combinations with 297,098 pairs across 59 cell lines. Task: Regression. Given two drug SMILES strings and cell line genomic features, predict the synergy score measuring deviation from expected non-interaction effect. Drug 1: CC1=C(C(CCC1)(C)C)C=CC(=CC=CC(=CC(=O)O)C)C. Drug 2: COC1=C2C(=CC3=C1OC=C3)C=CC(=O)O2. Cell line: SNB-19. Synergy scores: CSS=-4.36, Synergy_ZIP=2.56, Synergy_Bliss=3.03, Synergy_Loewe=-3.28, Synergy_HSA=-2.88.